Dataset: Full USPTO retrosynthesis dataset with 1.9M reactions from patents (1976-2016). Task: Predict the reactants needed to synthesize the given product. (1) Given the product [O:1]=[C:2]1[C:11]2[C:6]3[C:7](=[CH:12][CH:13]=[CH:14][C:5]=3[C:4](=[O:15])[N:3]1[CH2:16][CH2:17][CH2:18][CH2:19][NH:20][S:21]([C:22]1[CH:29]=[C:28]([C:30]([OH:32])=[O:31])[CH:27]=[CH:26][C:23]=1[C:24]([OH:35])=[O:25])(=[O:34])=[O:33])[CH:8]=[CH:9][CH:10]=2, predict the reactants needed to synthesize it. The reactants are: [O:1]=[C:2]1[C:11]2[C:6]3[C:7](=[CH:12][CH:13]=[CH:14][C:5]=3[C:4](=[O:15])[N:3]1[CH2:16][CH2:17][CH2:18][CH2:19][N:20]1[C:24](=[O:25])[C:23]3[CH:26]=[CH:27][C:28]([C:30]([OH:32])=[O:31])=[CH:29][C:22]=3[S:21]1(=[O:34])=[O:33])[CH:8]=[CH:9][CH:10]=2.[OH-:35].[Na+].Cl. (2) Given the product [CH3:1][O:2][C:3]1[CH:4]=[CH:5][C:6]([C:9]2[C:17]3[C:16]([NH:18][C:19]4[CH:28]=[CH:27][CH:26]=[C:21]([O:22][CH2:23][C:24]5[NH:41][N:40]=[N:39][N:25]=5)[CH:20]=4)=[N:15][CH:14]=[N:13][C:12]=3[O:11][C:10]=2[C:29]2[CH:34]=[CH:33][CH:32]=[CH:31][CH:30]=2)=[CH:7][CH:8]=1, predict the reactants needed to synthesize it. The reactants are: [CH3:1][O:2][C:3]1[CH:8]=[CH:7][C:6]([C:9]2[C:17]3[C:16]([NH:18][C:19]4[CH:20]=[C:21]([CH:26]=[CH:27][CH:28]=4)[O:22][CH2:23][C:24]#[N:25])=[N:15][CH:14]=[N:13][C:12]=3[O:11][C:10]=2[C:29]2[CH:34]=[CH:33][CH:32]=[CH:31][CH:30]=2)=[CH:5][CH:4]=1.C[Si]([N:39]=[N+:40]=[N-:41])(C)C.C([Sn](=O)CCCC)CCC. (3) The reactants are: [C:1]([C:3]1[CH:4]=[CH:5][C:6]([N:9]([CH:30]2[CH2:32][CH2:31]2)[C:10]([C:12]2[CH:17]=[CH:16][N:15]3[N:18]=[CH:19][C:20](B4OC(C)(C)C(C)(C)O4)=[C:14]3[CH:13]=2)=[O:11])=[N:7][CH:8]=1)#[N:2].[CH3:33][NH:34][C:35](=[O:43])[C:36]1[CH:41]=[CH:40][C:39](Br)=[N:38][CH:37]=1.C([O-])([O-])=O.[K+].[K+]. Given the product [C:1]([C:3]1[CH:4]=[CH:5][C:6]([N:9]([CH:30]2[CH2:31][CH2:32]2)[C:10]([C:12]2[CH:17]=[CH:16][N:15]3[N:18]=[CH:19][C:20]([C:39]4[CH:40]=[CH:41][C:36]([C:35](=[O:43])[NH:34][CH3:33])=[CH:37][N:38]=4)=[C:14]3[CH:13]=2)=[O:11])=[N:7][CH:8]=1)#[N:2], predict the reactants needed to synthesize it. (4) Given the product [ClH:1].[Br:2][C:3]1[CH:4]=[CH:5][C:6]([S:11]([CH3:12])(=[O:21])=[O:35])=[C:7]([CH2:9][NH2:10])[CH:8]=1, predict the reactants needed to synthesize it. The reactants are: [ClH:1].[Br:2][C:3]1[CH:4]=[CH:5][C:6]([S:11][CH3:12])=[C:7]([CH2:9][NH2:10])[CH:8]=1.C(N(CC)CC)C.C(OC(OC(C)(C)C)=O)(OC(C)(C)C)=[O:21].[OH2:35]. (5) The reactants are: [C:1]([O:5][C:6](=[O:25])[NH:7][C@H:8]([CH:22]([CH3:24])[CH3:23])[C:9]([N:11]([CH2:15][C:16]1[CH:21]=[CH:20][CH:19]=[CH:18][CH:17]=1)[CH2:12][CH2:13]O)=[O:10])([CH3:4])([CH3:3])[CH3:2].CCN(CC)CC.CS([Cl:37])(=O)=O. Given the product [C:1]([O:5][C:6](=[O:25])[NH:7][C@H:8]([CH:22]([CH3:24])[CH3:23])[C:9]([N:11]([CH2:15][C:16]1[CH:21]=[CH:20][CH:19]=[CH:18][CH:17]=1)[CH2:12][CH2:13][Cl:37])=[O:10])([CH3:4])([CH3:3])[CH3:2], predict the reactants needed to synthesize it. (6) The reactants are: [N+:1]([C:4]1[CH:5]=[CH:6][C:7]2[O:12][C@:11]([CH3:18])([CH:13]([O:16][CH3:17])[O:14][CH3:15])[C@@H:10]3[O:19][C@@H:9]3[C:8]=2[CH:20]=1)([O-:3])=[O:2].[CH3:21][C:22]1[CH:27]=[CH:26][CH:25]=[C:24]([CH3:28])[C:23]=1[NH:29][CH2:30][C:31]1[N:32]=[N:33][N:34]([CH3:36])[N:35]=1. Given the product [N+:1]([C:4]1[CH:5]=[CH:6][C:7]2[O:12][C@:11]([CH3:18])([CH:13]([O:16][CH3:17])[O:14][CH3:15])[C@H:10]([OH:19])[C@@H:9]([N:29]([C:23]3[C:24]([CH3:28])=[CH:25][CH:26]=[CH:27][C:22]=3[CH3:21])[CH2:30][C:31]3[N:32]=[N:33][N:34]([CH3:36])[N:35]=3)[C:8]=2[CH:20]=1)([O-:3])=[O:2], predict the reactants needed to synthesize it. (7) Given the product [ClH:74].[ClH:74].[CH2:1]([N:5]([CH2:7][C:8]1[S:12][C:11]([C:13]([NH:49][C@@H:50]([CH2:64][C:65]2[CH:66]=[C:67]([F:72])[CH:68]=[C:69]([F:71])[CH:70]=2)[C@H:51]([OH:63])[CH2:52][NH:53][CH2:54][C:55]2[CH:60]=[CH:59][CH:58]=[C:57]([CH2:61][CH3:62])[CH:56]=2)=[O:15])=[CH:10][CH:9]=1)[CH3:6])[CH2:2][CH2:3][CH3:4], predict the reactants needed to synthesize it. The reactants are: [CH2:1]([N:5]([CH2:7][C:8]1[S:12][C:11]([C:13]([OH:15])=O)=[CH:10][CH:9]=1)[CH3:6])[CH2:2][CH2:3][CH3:4].C(N(CC)C(C)C)(C)C.CN(C(ON1N=NC2C=CC=CC1=2)=[N+](C)C)C.F[P-](F)(F)(F)(F)F.[NH2:49][C@@H:50]([CH2:64][C:65]1[CH:70]=[C:69]([F:71])[CH:68]=[C:67]([F:72])[CH:66]=1)[C@H:51]([OH:63])[CH2:52][NH:53][CH2:54][C:55]1[CH:60]=[CH:59][CH:58]=[C:57]([CH2:61][CH3:62])[CH:56]=1.C(Cl)[Cl:74]. (8) Given the product [Si:1]([O:8][C:9]1[CH:10]=[CH:11][C:12]2[CH:18]([CH:19]=[CH2:20])[CH:17]([C:31]3[CH:32]=[CH:33][C:34]([O:37][Si:38]([C:41]([CH3:44])([CH3:43])[CH3:42])([CH3:40])[CH3:39])=[CH:35][CH:36]=3)[CH2:16][CH2:15][CH2:14][C:13]=2[CH:45]=1)([C:4]([CH3:7])([CH3:6])[CH3:5])([CH3:3])[CH3:2], predict the reactants needed to synthesize it. The reactants are: [Si:1]([O:8][C:9]1[CH:10]=[CH:11][C:12]2[CH:18]([CH2:19][CH2:20][Se]C3C=CC=CC=3[N+]([O-])=O)[CH:17]([C:31]3[CH:36]=[CH:35][C:34]([O:37][Si:38]([C:41]([CH3:44])([CH3:43])[CH3:42])([CH3:40])[CH3:39])=[CH:33][CH:32]=3)[CH2:16][CH2:15][CH2:14][C:13]=2[CH:45]=1)([C:4]([CH3:7])([CH3:6])[CH3:5])([CH3:3])[CH3:2].C(=O)([O-])[O-].[Ca+2].ClC1C=CC=C(C(OO)=O)C=1.